From a dataset of Full USPTO retrosynthesis dataset with 1.9M reactions from patents (1976-2016). Predict the reactants needed to synthesize the given product. Given the product [CH3:3][O:4][CH2:5][CH2:6][N:7]([CH2:23][O:22][CH2:21][CH2:20][Si:19]([CH3:26])([CH3:25])[CH3:18])[S:8]([C:11]1[CH:16]=[CH:15][C:14]([I:17])=[CH:13][CH:12]=1)(=[O:10])=[O:9], predict the reactants needed to synthesize it. The reactants are: [H-].[Na+].[CH3:3][O:4][CH2:5][CH2:6][NH:7][S:8]([C:11]1[CH:16]=[CH:15][C:14]([I:17])=[CH:13][CH:12]=1)(=[O:10])=[O:9].[CH3:18][Si:19]([CH3:26])([CH3:25])[CH2:20][CH2:21][O:22][CH2:23]Cl.